Predict which catalyst facilitates the given reaction. From a dataset of Catalyst prediction with 721,799 reactions and 888 catalyst types from USPTO. (1) Reactant: [CH3:1][CH:2]1[C:10]2[C:5](=[CH:6][CH:7]=[C:8]([C:11]3[CH:12]=[N:13][N:14]([CH3:16])[CH:15]=3)[CH:9]=2)[NH:4][CH2:3]1.Br[C:18]1[C:22]2[CH2:23][N:24]([C:27](=[O:29])[CH3:28])[CH2:25][CH2:26][C:21]=2[N:20]([C@@H:30]2CCOC2)[N:19]=1.C(O[Na])(C)(C)C.COC(C)(C)C.C1(P(C2CCCCC2)C2C=CC=CC=2C2C(OC(C)C)=CC=CC=2OC(C)C)CCCCC1. Product: [CH3:30][N:20]1[C:21]2[CH2:26][CH2:25][N:24]([C:27](=[O:29])[CH3:28])[CH2:23][C:22]=2[C:18]([N:4]2[C:5]3[C:10](=[CH:9][C:8]([C:11]4[CH:12]=[N:13][N:14]([CH3:16])[CH:15]=4)=[CH:7][CH:6]=3)[CH:2]([CH3:1])[CH2:3]2)=[N:19]1. The catalyst class is: 38. (2) Reactant: [CH:1]1([NH:4][C:5](=[O:24])/[C:6](/[C:17]2[CH:22]=[CH:21][C:20]([F:23])=[CH:19][CH:18]=2)=[CH:7]/[C:8]2[CH:16]=[CH:15][C:11]([C:12](O)=[O:13])=[CH:10][CH:9]=2)[CH2:3][CH2:2]1.CN(C=O)C.C1C=CC2N(O)N=NC=2C=1.[NH2:40][CH2:41][C:42]1[CH:53]=[CH:52][C:45]([CH:46]=[CH:47][C:48]([O:50][CH3:51])=[O:49])=[CH:44][CH:43]=1.C(N(CC)CC)C. Product: [CH:1]1([NH:4][C:5](=[O:24])/[C:6](/[C:17]2[CH:18]=[CH:19][C:20]([F:23])=[CH:21][CH:22]=2)=[CH:7]/[C:8]2[CH:16]=[CH:15][C:11]([C:12]([NH:40][CH2:41][C:42]3[CH:43]=[CH:44][C:45]([CH:46]=[CH:47][C:48]([O:50][CH3:51])=[O:49])=[CH:52][CH:53]=3)=[O:13])=[CH:10][CH:9]=2)[CH2:3][CH2:2]1. The catalyst class is: 6. (3) Reactant: [NH2:1][C:2]1[C:10]2[C:5](=[N:6][C:7]([C:12]3[CH:17]=[CH:16][C:15]([O:18][CH3:19])=[C:14]([O:20][CH3:21])[CH:13]=3)=[CH:8][C:9]=2[CH3:11])[S:4][C:3]=1[C:22]([NH2:24])=[O:23].[C:25](O[C:25](=O)[CH2:26][CH2:27][CH3:28])(=O)[CH2:26][CH2:27][CH3:28]. Product: [CH3:21][O:20][C:14]1[CH:13]=[C:12]([C:7]2[CH:8]=[C:9]([CH3:11])[C:10]3[C:2]4[N:1]=[C:25]([CH2:26][CH2:27][CH3:28])[NH:24][C:22](=[O:23])[C:3]=4[S:4][C:5]=3[N:6]=2)[CH:17]=[CH:16][C:15]=1[O:18][CH3:19]. The catalyst class is: 11. (4) Reactant: [OH:1][CH2:2][C@H:3]1[O:8][C:7]([CH3:10])([CH3:9])[O:6][C@@H:5]([CH2:11][C:12]([O:14]C(C)(C)C)=O)[CH2:4]1.[CH2:19]([NH2:23])[CH2:20][CH2:21][CH3:22].[Na].CC(C)([O-])C. The catalyst class is: 5. Product: [CH2:19]([NH:23][C:12](=[O:14])[CH2:11][C@H:5]1[CH2:4][C@@H:3]([CH2:2][OH:1])[O:8][C:7]([CH3:9])([CH3:10])[O:6]1)[CH2:20][CH2:21][CH3:22]. (5) Reactant: Cl.Cl.[NH:3]1[CH2:8][CH2:7][CH2:6][C@@H:5]([CH2:9][N:10]2[CH2:15][CH2:14][N:13]([C:16]([O:18][CH2:19][C:20]3[CH:25]=[CH:24][CH:23]=[CH:22][CH:21]=3)=[O:17])[CH2:12][CH2:11]2)[CH2:4]1.C(N(CC)C(C)C)(C)C.[C:35]1([CH2:41][CH:42]=O)[CH:40]=[CH:39][CH:38]=[CH:37][CH:36]=1.S([O-])([O-])(=O)=O.[Mg+2].C(O[BH-](OC(=O)C)OC(=O)C)(=O)C.[Na+]. Product: [C:35]1([CH:41]([N:3]2[CH2:8][CH2:7][CH2:6][C@H:5]([CH2:9][N:10]3[CH2:11][CH2:12][N:13]([C:16]([O:18][CH2:19][C:20]4[CH:21]=[CH:22][CH:23]=[CH:24][CH:25]=4)=[O:17])[CH2:14][CH2:15]3)[CH2:4]2)[CH3:42])[CH:40]=[CH:39][CH:38]=[CH:37][CH:36]=1. The catalyst class is: 1. (6) Reactant: C[O:2][C:3](=O)[CH2:4][O:5][C:6]1[CH:11]=[C:10]([C:12]#[N:13])[CH:9]=[CH:8][C:7]=1[CH2:14][NH:15][C:16](=[O:36])[C:17]1[CH:22]=[C:21]([Cl:23])[CH:20]=[C:19]([N:24]([CH2:29][C:30]2[CH:35]=[CH:34][CH:33]=[CH:32][CH:31]=2)[S:25]([CH3:28])(=[O:27])=[O:26])[CH:18]=1.[NH2:38][CH2:39][C:40]1[CH:45]=[CH:44][CH:43]=[CH:42][N:41]=1. Product: [CH2:29]([N:24]([S:25]([CH3:28])(=[O:26])=[O:27])[C:19]1[CH:18]=[C:17]([CH:22]=[C:21]([Cl:23])[CH:20]=1)[C:16]([NH:15][CH2:14][C:7]1[CH:8]=[CH:9][C:10]([C:12]#[N:13])=[CH:11][C:6]=1[O:5][CH2:4][C:3](=[O:2])[NH:38][CH2:39][C:40]1[CH:45]=[CH:44][CH:43]=[CH:42][N:41]=1)=[O:36])[C:30]1[CH:31]=[CH:32][CH:33]=[CH:34][CH:35]=1. The catalyst class is: 5. (7) Reactant: [Si]([O:8][C@H:9]1[CH2:13][CH2:12][N:11]([CH2:14][C@@H:15]([N:24]([CH3:38])[C:25](=[O:37])[CH2:26][C:27]2[CH:28]=[CH:29][C:30]3[S:34][C:33](=[O:35])[NH:32][C:31]=3[CH:36]=2)[C:16]2[CH:21]=[CH:20][CH:19]=[C:18]([C:22]#[N:23])[CH:17]=2)[CH2:10]1)(C(C)(C)C)(C)C.[OH2:39].[OH-].[K+]. Product: [OH:8][C@H:9]1[CH2:13][CH2:12][N:11]([CH2:14][C@H:15]([C:16]2[CH:17]=[C:18]([CH:19]=[CH:20][CH:21]=2)[C:22]([NH2:23])=[O:39])[N:24]([CH3:38])[C:25](=[O:37])[CH2:26][C:27]2[CH:28]=[CH:29][C:30]3[S:34][C:33](=[O:35])[NH:32][C:31]=3[CH:36]=2)[CH2:10]1. The catalyst class is: 83.